This data is from Reaction yield outcomes from USPTO patents with 853,638 reactions. The task is: Predict the reaction yield, written as a fraction of the theoretical maximum amount of product (1.0 means a 100% yield; for example, 0.34 means a 34% yield). (1) The reactants are [CH2:1]([NH:8][C:9]1[CH:10]=[C:11]2[C:15](=[CH:16][C:17]=1[NH2:18])[N:14]([C:19]([C:32]1[CH:37]=[CH:36][CH:35]=[CH:34][CH:33]=1)([C:26]1[CH:31]=[CH:30][CH:29]=[CH:28][CH:27]=1)[C:20]1[CH:25]=[CH:24][CH:23]=[CH:22][CH:21]=1)N=[CH:12]2)[C:2]1[CH:7]=[CH:6][CH:5]=[CH:4][CH:3]=1.Cl[C:39](Cl)([O:41]C(=O)OC(Cl)(Cl)Cl)Cl.[CH2:50](Cl)Cl. No catalyst specified. The product is [CH2:1]([N:8]1[C:9]2=[CH:10][C:11]3[CH:12]=[CH:50][N:14]([C:19]([C:32]4[CH:33]=[CH:34][CH:35]=[CH:36][CH:37]=4)([C:26]4[CH:31]=[CH:30][CH:29]=[CH:28][CH:27]=4)[C:20]4[CH:25]=[CH:24][CH:23]=[CH:22][CH:21]=4)[C:15]=3[CH:16]=[C:17]2[NH:18][C:39]1=[O:41])[C:2]1[CH:3]=[CH:4][CH:5]=[CH:6][CH:7]=1. The yield is 0.340. (2) The reactants are C([N:8]1[CH2:13][CH:12]=[C:11]([C:14]2[CH:19]=[CH:18][CH:17]=[CH:16][C:15]=2[C:20]([F:23])([F:22])[F:21])[CH2:10][CH2:9]1)C1C=CC=CC=1.[C:24]([C:28]1[CH:33]=[CH:32][C:31]([S:34](Cl)(=[O:36])=[O:35])=[CH:30][CH:29]=1)([CH3:27])([CH3:26])[CH3:25]. No catalyst specified. The product is [C:24]([C:28]1[CH:33]=[CH:32][C:31]([S:34]([N:8]2[CH2:9][CH2:10][CH:11]([C:14]3[CH:19]=[CH:18][CH:17]=[CH:16][C:15]=3[C:20]([F:21])([F:22])[F:23])[CH2:12][CH2:13]2)(=[O:36])=[O:35])=[CH:30][CH:29]=1)([CH3:27])([CH3:25])[CH3:26]. The yield is 0.490. (3) The reactants are Cl.[C:2]1([N:11]2[CH2:15][CH2:14][C@H:13]([NH2:16])[CH2:12]2)[C:3]2[N:4]([CH:8]=[CH:9][CH:10]=2)[CH:5]=[CH:6][N:7]=1.[C:17]1([C:23]2[O:27][N:26]=[C:25]([C:28](O)=[O:29])[N:24]=2)[CH:22]=[CH:21][CH:20]=[CH:19][CH:18]=1.C(N(CC)C(C)C)C.CN(C(ON1N=NC2C=CC=NC1=2)=[N+](C)C)C.F[P-](F)(F)(F)(F)F. The catalyst is CN(C=O)C.C(OCC)(=O)C. The product is [C:17]1([C:23]2[O:27][N:26]=[C:25]([C:28]([NH:16][C@H:13]3[CH2:14][CH2:15][N:11]([C:2]4[C:3]5[N:4]([CH:8]=[CH:9][CH:10]=5)[CH:5]=[CH:6][N:7]=4)[CH2:12]3)=[O:29])[N:24]=2)[CH:18]=[CH:19][CH:20]=[CH:21][CH:22]=1. The yield is 0.180.